The task is: Binary Classification. Given a miRNA mature sequence and a target amino acid sequence, predict their likelihood of interaction.. This data is from Experimentally validated miRNA-target interactions with 360,000+ pairs, plus equal number of negative samples. (1) The miRNA is hsa-miR-512-3p with sequence AAGUGCUGUCAUAGCUGAGGUC. The protein sequence of the target gene is MAAPMNGQVCVVTGASRGIGRGIALQLCKAGATVYITGRHLDTLRVVAQEAQSLGGQCVPVVCDSSQESEVRSLFEQVDREQQGRLDVLVNNAYAGVQTILNTRNKAFWETPASMWDDINNVGLRGHYFCSVYGARLMVPAGQGLIVVISSPGSLQYMFNVPYGVGKAACDKLAADCAHELRRHGVSCVSLWPGIVQTELLKEHMAKEEVLQDPVLKQFKSAFSSAETTELSGKCVVALATDPNILSLSGKVLPSCDLARRYGLRDVDGRPVQDYLSLSSVLSHVSGLGWLASYLPSFLR.... Result: 0 (no interaction). (2) Result: 0 (no interaction). The miRNA is hsa-miR-3667-3p with sequence ACCUUCCUCUCCAUGGGUCUUU. The protein sequence of the target gene is MLFHSLSGPEVHGVIDEMDRRAKSEAPAISSAIDRGDTETTMPSISSDRAALCAGCGGKISDRYYLLAVDKQWHMRCLKCCECKLNLESELTCFSKDGSIYCKEDYYRRFSVQRCARCHLGISASEMVMRARDLVYHLNCFTCTTCNKMLTTGDHFGMKDSLVYCRLHFEALLQGEYPAHFNHADVAAAAAAAAAAKSAGLGAAGANPLGLPYYNGVGTVQKGRPRKRKSPGPGADLAAYNAALSCNENDAEHLDRDQPYPSSQKTKRMRTSFKHHQLRTMKSYFAINHNPDAKDLKQLA.... (3) The miRNA is hsa-miR-125a-5p with sequence UCCCUGAGACCCUUUAACCUGUGA. The protein sequence of the target gene is MPAVSKGDGMRGLAVFISDIRNCKSKEAEIKRINKELANIRSKFKGDKALDGYSKKKYVCKLLFIFLLGHDIDFGHMEAVNLLSSNRYTEKQIGYLFISVLVNSNSELIRLINNAIKNDLASRNPTFMGLALHCIASVGSREMAEAFAGEIPKVLVAGDTMDSVKQSAALCLLRLYRTSPDLVPMGDWTSRVVHLLNDQHLGVVTAATSLITTLAQKNPEEFKTSVSLAVSRLSRIVTSASTDLQDYTYYFVPAPWLSVKLLRLLQCYPPPDPAVRGRLTECLETILNKAQEPPKSKKVQ.... Result: 0 (no interaction). (4) Result: 1 (interaction). The miRNA is hsa-miR-15a-5p with sequence UAGCAGCACAUAAUGGUUUGUG. The protein sequence of the target gene is MDRPDEGPPAKTRRLSSSESPQRDPPPPPPPPPLLRLPLPPPQQRPRLQEETEAAQVLADMRGVGLGPALPPPPPYVILEEGGIRAYFTLGAECPGWDSTIESGYGEAPPPTESLEALPTPEASGGSLEIDFQVVQSSSFGGEGALETCSAVGWAPQRLVDPKSKEEAIIIVEDEDEDERESMRSSRRRRRRRRRKQRKVKRESRERNAERMESILQALEDIQLDLEAVNIKAGKAFLRLKRKFIQMRRPFLERRDLIIQHIPGFWVKAFLNHPRISILINRRDEDIFRYLTNLQVQDLR.... (5) The miRNA is hsa-miR-4505 with sequence AGGCUGGGCUGGGACGGA. The protein sequence of the target gene is MKLIILEHYSQASEWAAKYIRNRIIQFNPGPDKYFTLGLPTGSTPLGCYQKLIEYYKNGDLSFQYVKTFNMDEYVGLPRDHPESYHSFMWNNFFKHIDIHPENTHILDGNAADLQAECDAFEEKIQAAGGIELFVGGIGPDGHIAFNEPGSSLVSRTRVKTLAMDTILANARFFDGDLAKVPTMALTVGVGTVMDAKEVMILITGAHKAFALYKAIEEGVNHMWTVSAFQQHPRTVFVCDEDATLELKVKTVKYFKGLMLVHNKLVDPLYSIKEKEIQKSQSAKKPYSD. Result: 0 (no interaction). (6) The miRNA is hsa-miR-889-3p with sequence UUAAUAUCGGACAACCAUUGU. The protein sequence of the target gene is MSPPTVPPMGVDGVSAYLMKKRHTHRKQRRKPTFLTRRNIVGCRIQHGWKEGNEPVEQWKGTVLEQVSVKPTLYIIKYDGKDSVYGLELHRDKRVLALEILPERVPTPRIDSRLADSLIGKAVEHVFEGEHGTKDEWKGMVLARAPVMDTWFYITYEKDPVLYMYTLLDDYKDGDLRIIPDSNYYFPTAEQEPGEVVDSLVGKQVEHAKDDGSKRTGIFIHQVVAKPSVYFIKFDDDIHIYVYGLVKTP. Result: 1 (interaction). (7) The miRNA is mmu-miR-329-3p with sequence AACACACCCAGCUAACCUUUUU. The protein sequence of the target gene is MGTSFFLGNYWLFFSVYLLVFLVGLPLNVMALVVFVGKLRRRPVAVDLLLLNLTISDLLLLLFLPFRMVEAACGMRWLLPFIFCPLSGFLFFTTIYLTSLFLTAVSIERFLSVAYPLWYKTRPRLAQAGLVSVVCWFLASAHCSVVYITEYWGNATYSQGTNGTCYLEFREDQLAILLPVRLEMAVVLFMVPLCITSYCYSRLVWILSRGASRRRRKRIMGLLAATLLIFFVCFGPYNMSHVVGYVSRESPSWRSYVLLLSTLNSCIDPLVFYFSSSKFQADFHQLLGRLLRTCVPWTQQ.... Result: 1 (interaction).